The task is: Predict which catalyst facilitates the given reaction.. This data is from Catalyst prediction with 721,799 reactions and 888 catalyst types from USPTO. (1) Reactant: [NH2:1][C:2]1[CH:6]=[C:5]([C:7]([CH3:10])([CH3:9])[CH3:8])[O:4][C:3]=1[C:11]1[CH:16]=[CH:15][N:14]=[CH:13][CH:12]=1.[Cl:17][C:18]1[C:23]([Cl:24])=[CH:22][CH:21]=[CH:20][C:19]=1[N:25]=[C:26]=[O:27]. Product: [N:14]1[CH:13]=[CH:12][C:11]([C:3]2[O:4][C:5]([C:7]([CH3:10])([CH3:9])[CH3:8])=[CH:6][C:2]=2[NH:1][C:26]([NH:25][C:19]2[CH:20]=[CH:21][CH:22]=[C:23]([Cl:24])[C:18]=2[Cl:17])=[O:27])=[CH:16][CH:15]=1. The catalyst class is: 91. (2) Reactant: [CH2:1]([N:5]1[CH2:12][CH:11]2[C:13]([CH3:15])([CH3:14])[CH:7]([CH2:8][NH:9][CH2:10]2)[CH2:6]1)[CH2:2][CH2:3][CH3:4].[N+:16]([C:19]1[CH:24]=[C:23]([N+:25]([O-:27])=[O:26])[CH:22]=[CH:21][C:20]=1F)([O-:18])=[O:17]. Product: [CH2:1]([N:5]1[CH2:6][CH:7]2[C:13]([CH3:14])([CH3:15])[CH:11]([CH2:10][N:9]([C:20]3[CH:21]=[CH:22][C:23]([N+:25]([O-:27])=[O:26])=[CH:24][C:19]=3[N+:16]([O-:18])=[O:17])[CH2:8]2)[CH2:12]1)[CH2:2][CH2:3][CH3:4]. The catalyst class is: 21. (3) Reactant: [C:1]([O:4][C:5]1[CH:14]=[CH:13][C:8]([CH:9]=[CH:10][CH:11]=O)=[CH:7][C:6]=1[O:15][CH3:16])(=[O:3])[CH3:2]. Product: [C:1]([O:4][C:5]1[CH:14]=[CH:13][C:8](/[CH:9]=[CH:10]/[CH:11]=[CH:2]/[C:1]([O:4][CH3:5])=[O:3])=[CH:7][C:6]=1[O:15][CH3:16])(=[O:3])[CH3:2]. The catalyst class is: 48. (4) Reactant: C1C=CC2N(O)N=NC=2C=1.[F:11][C:12]1[CH:13]=[CH:14][C:15]([NH:18][NH2:19])=[N:16][CH:17]=1.[N:20]1([CH2:26][C:27]2[CH:35]=[CH:34][C:30]([C:31](O)=[O:32])=[CH:29][CH:28]=2)[CH2:25][CH2:24][O:23][CH2:22][CH2:21]1.C(Cl)CCl. Product: [F:11][C:12]1[CH:13]=[CH:14][C:15]([NH:18][NH:19][C:31](=[O:32])[C:30]2[CH:29]=[CH:28][C:27]([CH2:26][N:20]3[CH2:21][CH2:22][O:23][CH2:24][CH2:25]3)=[CH:35][CH:34]=2)=[N:16][CH:17]=1. The catalyst class is: 2. (5) Reactant: [C:1]([NH:4][C:5]1[CH:10]=[C:9]([C:11]#[C:12][C:13]2[C:18]([NH:19]C(=O)C(F)(F)F)=[C:17]([CH:26]([F:28])[F:27])[CH:16]=[CH:15][N:14]=2)[CH:8]=[CH:7][N:6]=1)(=[O:3])[CH3:2].Br[C:30]1[CH:31]=[CH:32][C:33]([O:36][CH3:37])=[N:34][CH:35]=1.C(O)(C(F)(F)F)=O.CCCCCCCCCCCCOS([O-])(=O)=O.[Na+]. Product: [F:28][CH:26]([F:27])[C:17]1[CH:16]=[CH:15][N:14]=[C:13]2[C:12]([C:30]3[CH:35]=[N:34][C:33]([O:36][CH3:37])=[CH:32][CH:31]=3)=[C:11]([C:9]3[CH:8]=[CH:7][N:6]=[C:5]([NH:4][C:1](=[O:3])[CH3:2])[CH:10]=3)[NH:19][C:18]=12. The catalyst class is: 192. (6) Reactant: [C:1]1([P:7]([C:18]2[CH:23]=[CH:22][CH:21]=[CH:20][CH:19]=2)[C:8]2[CH:9]=[CH:10][CH:11]=[C:12]3[C:17]=2[N:16]=[CH:15][CH:14]=[CH:13]3)[CH:6]=[CH:5][CH:4]=[CH:3][CH:2]=1.[Li][CH3:25].[NH4+].[Cl-]. Product: [C:18]1([P:7]([C:1]2[CH:2]=[CH:3][CH:4]=[CH:5][CH:6]=2)[C:8]2[CH:9]=[CH:10][CH:11]=[C:12]3[C:17]=2[NH:16][CH:15]([CH3:25])[CH:14]=[CH:13]3)[CH:19]=[CH:20][CH:21]=[CH:22][CH:23]=1. The catalyst class is: 1. (7) Reactant: [C:1]1([C@H:7]2[C@@H:11]([C:12]3[CH:17]=[CH:16][CH:15]=[CH:14][CH:13]=3)[NH:10][C:9](=[S:18])[NH:8]2)[CH:6]=[CH:5][CH:4]=[CH:3][CH:2]=1.[CH3:19][O:20][C:21]1[CH:22]=[C:23]([CH:26]=[CH:27][CH:28]=1)[CH2:24][Cl:25]. Product: [ClH:25].[CH3:19][O:20][C:21]1[CH:22]=[C:23]([CH:26]=[CH:27][CH:28]=1)[CH2:24][S:18][C:9]1[NH:8][C@H:7]([C:1]2[CH:2]=[CH:3][CH:4]=[CH:5][CH:6]=2)[C@H:11]([C:12]2[CH:13]=[CH:14][CH:15]=[CH:16][CH:17]=2)[N:10]=1. The catalyst class is: 14. (8) Reactant: [Cl:1][C:2]1[N:7]=[C:6]([NH2:8])[C:5]([CH3:9])=[CH:4][N:3]=1.Br[C:11]1[CH:16]=[CH:15][CH:14]=[C:13]([N+:17]([O-:19])=[O:18])[CH:12]=1.C([O-])([O-])=O.[Cs+].[Cs+].C1(P(C2C=CC=CC=2)C2C3OC4C(=CC=CC=4P(C4C=CC=CC=4)C4C=CC=CC=4)C(C)(C)C=3C=CC=2)C=CC=CC=1. Product: [Cl:1][C:2]1[N:7]=[C:6]([NH:8][C:11]2[CH:16]=[CH:15][CH:14]=[C:13]([N+:17]([O-:19])=[O:18])[CH:12]=2)[C:5]([CH3:9])=[CH:4][N:3]=1. The catalyst class is: 62.